This data is from Full USPTO retrosynthesis dataset with 1.9M reactions from patents (1976-2016). The task is: Predict the reactants needed to synthesize the given product. (1) Given the product [F:12][C:13]1[CH:14]=[CH:15][C:16]([S:19]([N:22]2[C:30]3[C:25](=[CH:26][CH:27]=[CH:28][CH:29]=3)[CH:24]=[C:23]2[C:3]2([OH:10])[CH:4]=[CH:5][C:6](=[O:9])[CH:7]=[CH:8]2)(=[O:20])=[O:21])=[CH:17][CH:18]=1, predict the reactants needed to synthesize it. The reactants are: CO[C:3]1([O:10]C)[CH:8]=[CH:7][C:6](=[O:9])[CH:5]=[CH:4]1.[F:12][C:13]1[CH:18]=[CH:17][C:16]([S:19]([N:22]2[C:30]3[C:25](=[CH:26][CH:27]=[CH:28][CH:29]=3)[CH:24]=[CH:23]2)(=[O:21])=[O:20])=[CH:15][CH:14]=1. (2) Given the product [CH3:1][O:2][C:3]1[CH:4]=[C:5]([OH:16])[CH:8]=[CH:9][C:10]=1[O:11][CH3:12], predict the reactants needed to synthesize it. The reactants are: [CH3:1][O:2][C:3]1[CH:4]=[C:5]([CH:8]=[CH:9][C:10]=1[O:11][CH3:12])C=O.OO.C(O)=[O:16].[OH-].[Na+]. (3) Given the product [CH:13]12[N:15]([CH2:16][CH:17]([OH:28])[CH2:18][O:19][C:20]3[CH:21]=[CH:22][C:23]([C:24]#[N:25])=[CH:26][CH:27]=3)[CH:10]([CH2:11][CH2:12]1)[CH2:9][NH:8][CH2:14]2, predict the reactants needed to synthesize it. The reactants are: C([N:8]1[CH2:14][CH:13]2[N:15]([CH2:16][CH:17]([OH:28])[CH2:18][O:19][C:20]3[CH:27]=[CH:26][C:23]([C:24]#[N:25])=[CH:22][CH:21]=3)[CH:10]([CH2:11][CH2:12]2)[CH2:9]1)C1C=CC=CC=1.Cl. (4) Given the product [CH3:40][O:39][C:34]1[CH:35]=[CH:36][CH:37]=[CH:38][C:33]=1[C:32]1[C:26]2[C:27](=[N:28][CH:29]=[C:24]([C:9]3[CH:10]=[C:5]([C:4](=[O:20])[C:3]([N:2]([CH3:1])[CH3:22])=[O:21])[CH:6]=[N:7][CH:8]=3)[CH:25]=2)[NH:30][CH:31]=1, predict the reactants needed to synthesize it. The reactants are: [CH3:1][N:2]([CH3:22])[C:3](=[O:21])[C:4](=[O:20])[C:5]1[CH:6]=[N:7][CH:8]=[C:9](B2OC(C)(C)C(C)(C)O2)[CH:10]=1.Br[C:24]1[CH:25]=[C:26]2[C:32]([C:33]3[CH:38]=[CH:37][CH:36]=[CH:35][C:34]=3[O:39][CH3:40])=[CH:31][NH:30][C:27]2=[N:28][CH:29]=1.C([O-])([O-])=O.[Na+].[Na+].O=[N-]. (5) Given the product [NH2:23][C:2]1[C:11]2[N:12]=[C:13]([C:19]([CH3:22])([CH3:21])[OH:20])[N:14]([CH2:15][CH:16]([CH3:18])[CH3:17])[C:10]=2[C:9]2[CH:8]=[CH:7][CH:6]=[CH:5][C:4]=2[N:3]=1, predict the reactants needed to synthesize it. The reactants are: Cl[C:2]1[C:11]2[N:12]=[C:13]([C:19]([CH3:22])([CH3:21])[OH:20])[N:14]([CH2:15][CH:16]([CH3:18])[CH3:17])[C:10]=2[C:9]2[CH:8]=[CH:7][CH:6]=[CH:5][C:4]=2[N:3]=1.[NH3:23].